From a dataset of Full USPTO retrosynthesis dataset with 1.9M reactions from patents (1976-2016). Predict the reactants needed to synthesize the given product. (1) Given the product [Br:1][C:2]1[CH:7]=[CH:6][C:5]([CH:8]=[CH:9][C:10]([C:12]2[CH:13]=[CH:14][C:15]([NH2:18])=[CH:16][CH:17]=2)=[O:11])=[CH:4][CH:3]=1, predict the reactants needed to synthesize it. The reactants are: [Br:1][C:2]1[CH:7]=[CH:6][C:5]([CH:8]=[CH:9][C:10]([C:12]2[CH:17]=[CH:16][C:15]([N+:18]([O-])=O)=[CH:14][CH:13]=2)=[O:11])=[CH:4][CH:3]=1.[Sn](Cl)Cl. (2) Given the product [F:20][C:21]1[CH:26]=[CH:25][C:24]([O:30][CH2:31][C:32]2[CH:37]=[CH:36][CH:35]=[C:34]([F:38])[CH:33]=2)=[C:23]([C:2]2[N:7]=[CH:6][N:5]=[C:4]([NH:8][C:9]3[CH:14]=[CH:13][CH:12]=[C:11]([CH2:15][S:16]([CH3:19])(=[O:18])=[O:17])[CH:10]=3)[N:3]=2)[CH:22]=1, predict the reactants needed to synthesize it. The reactants are: Cl[C:2]1[N:7]=[CH:6][N:5]=[C:4]([NH:8][C:9]2[CH:14]=[CH:13][CH:12]=[C:11]([CH2:15][S:16]([CH3:19])(=[O:18])=[O:17])[CH:10]=2)[N:3]=1.[F:20][C:21]1[CH:22]=[CH:23][C:24]([O:30][CH2:31][C:32]2[CH:37]=[CH:36][CH:35]=[C:34]([F:38])[CH:33]=2)=[C:25](B(O)O)[CH:26]=1.